This data is from Catalyst prediction with 721,799 reactions and 888 catalyst types from USPTO. The task is: Predict which catalyst facilitates the given reaction. (1) Reactant: [ClH:1].[NH2:2][C:3]1[CH:8]=[C:7]([CH3:9])[C:6]([CH3:10])=[CH:5][C:4]=1[NH:11][C:12]([C:14]1[NH:15][N:16]=[C:17]2[C:22]=1[CH2:21][CH2:20][N:19](C(OC(C)(C)C)=O)[CH2:18]2)=O. Product: [ClH:1].[CH3:9][C:7]1[C:6]([CH3:10])=[CH:5][C:4]2[NH:11][C:12]([C:14]3[NH:15][N:16]=[C:17]4[C:22]=3[CH2:21][CH2:20][NH:19][CH2:18]4)=[N:2][C:3]=2[CH:8]=1. The catalyst class is: 8. (2) Reactant: [C:1]([O:5][C:6]([N:8]1[CH2:12][CH2:11][CH:10]([NH:13][CH2:14][C:15]2[CH:20]=[CH:19][C:18]([Cl:21])=[CH:17][CH:16]=2)[CH2:9]1)=[O:7])([CH3:4])([CH3:3])[CH3:2].[CH:22](=O)[CH:23]([CH3:25])[CH3:24].C(O[BH-](OC(=O)C)OC(=O)C)(=O)C.[Na+].C(O)(=O)C. Product: [C:1]([O:5][C:6]([N:8]1[CH2:12][CH2:11][CH:10]([N:13]([CH2:14][C:15]2[CH:20]=[CH:19][C:18]([Cl:21])=[CH:17][CH:16]=2)[CH2:22][CH:23]([CH3:25])[CH3:24])[CH2:9]1)=[O:7])([CH3:4])([CH3:2])[CH3:3]. The catalyst class is: 68. (3) Reactant: Br[C:2]1[CH:3]=[CH:4][C:5]([N+:8]([O-:10])=[O:9])=[N:6][CH:7]=1.[CH2:11]([N:13]1[CH2:18][CH2:17][NH:16][CH2:15][CH2:14]1)[CH3:12].O. Product: [CH2:11]([N:13]1[CH2:18][CH2:17][N:16]([C:2]2[CH:7]=[N:6][C:5]([N+:8]([O-:10])=[O:9])=[CH:4][CH:3]=2)[CH2:15][CH2:14]1)[CH3:12]. The catalyst class is: 60. (4) Reactant: [Si]([O:18][C@@H:19]1[CH2:24][CH2:23][CH2:22][C@H:21]([CH2:25][CH2:26][C:27]([CH3:36])([CH3:35])[C:28]([O:30][C:31]([CH3:34])([CH3:33])[CH3:32])=[O:29])[CH2:20]1)(C(C)(C)C)(C1C=CC=CC=1)C1C=CC=CC=1.[F-].C([N+](CCCC)(CCCC)CCCC)CCC. Product: [OH:18][C@@H:19]1[CH2:24][CH2:23][CH2:22][C@H:21]([CH2:25][CH2:26][C:27]([CH3:36])([CH3:35])[C:28]([O:30][C:31]([CH3:34])([CH3:33])[CH3:32])=[O:29])[CH2:20]1. The catalyst class is: 7.